Dataset: Experimentally validated miRNA-target interactions with 360,000+ pairs, plus equal number of negative samples. Task: Binary Classification. Given a miRNA mature sequence and a target amino acid sequence, predict their likelihood of interaction. (1) The miRNA is ath-miR156d-5p with sequence UGACAGAAGAGAGUGAGCAC. The protein sequence of the target gene is MEGDLSGFNIDAPRWDQCTFLGRVKHFFNITDPRTVFASEQELDWAKAVVEKSRMGLVPPGTQMEQLLYAKKLYDSAFHPDTGEKMNVIGRMSFQVPGGMLITGFMLQFYRTMPAVIFWQWVNQSFNALVNYTNRNAASPTSVRQMALSYFTATTTAVATAVGMNMWTKRAPPLVGRWVPFAAVAAANCVNIPMMRQQELIQGICVKDRNQNELGHSQRAAAVGIAQVVISRITMAAPGMILLPVIMERLERLHLMKKVKVMHAPLQVLLCGCFLLFMVPVACGLFPQECELSVSYLEPE.... Result: 0 (no interaction). (2) The miRNA is mmu-miR-429-3p with sequence UAAUACUGUCUGGUAAUGCCGU. The protein sequence of the target gene is MDPSEKKISVWICQEEKLVSGLSRRTTCSDVVRVLLEDGCRRRCRQRRGQRRGLTEDPSGQLELPEPPDENDEDDDDAMPPGMLCGPPQCYCIVEKWRGFERILPNKTRILRLWTAWGDEQENVRFVLVRSEASLPNAGPRSAEARVVLSRERPCLARGAPARPSLALTQEKQRRVVRKAFRKLAKLNRRRQQQPSSPCSSTSSSTASSCSSSARTHESASVERMETLVHLVLSQDHTIRQQVQRLRELDREIDRYEAKVHLDRMRRHGVNYVQDTYLVGAGIDLDGQTPEGEPEDATLE.... Result: 1 (interaction). (3) The miRNA is hsa-miR-1246 with sequence AAUGGAUUUUUGGAGCAGG. The protein sequence of the target gene is MVHVARLLLLLLTFFLRTDAETPPRFTRTPVDQTGVSGGVASFICQATGDPRPKIVWNKKGKKVSNQRFEVIEFDDGSGSVLRIQPLRTPRDEAIYECVASNNVGEISVSTRLTVLREDQIPRGFPTIDMGPQLKVVERTRTATMLCAASGNPDPEITWFKDFLPVDTSNNNGRIKQLRSESIGGTPIRGALQIEQSEESDQGKYECVATNSAGTRYSAPANLYVRELREVRRVPPRFSIPPTNHEIMPGGSVNITCVAVGSPMPYVKWMLGAEDLTPEDDMPIGRNVLELNDVRQSANY.... Result: 1 (interaction). (4) The miRNA is dre-miR-133a-3p with sequence UUUGGUCCCCUUCAACCAGCUG. The protein sequence of the target gene is MPENVAPRSGATAGAAGGRGKGAYQDRDKPAQIRFSNISAAKAVADAIRTSLGPKGMDKMIQDGKGDVTITNDGATILKQMQVLHPAARMLVELSKAQDIEAGDGTTSVVIIAGSLLDSCTKLLQKGIHPTIISESFQKALEKGIEILTDMSRPVELSDRETLLNSATTSLNSKVVSQYSSLLSPMSVNAVMKVIDPATATSVDLRDIKIVKKLGGTIDDCELVEGLVLTQKVSNSGITRVEKAKIGLIQFCLSAPKTDMDNQIVVSDYAQMDRVLREERAYILNLVKQIKKTGCNVLLI.... Result: 0 (no interaction). (5) The miRNA is hsa-miR-6724-5p with sequence CUGGGCCCGCGGCGGGCGUGGGG. The protein sequence of the target gene is MESTVATITSTLAAVTASAPPKYDNLWMLILGFIIAFVLAFSVGANDVANSFGTAVGSGVVTLKQACILASIFETVGSALLGAKVSETIRNGLIDVELYNETQDLLMAGSVSAMFGSAVWQLVASFLKLPISGTHCIVGATIGFSLVANGQKGVKWSELIKIVMSWFVSPLLSGIMSGILFFLVRAFILRKADPVPNGLRALPIFYACTIGINLFSIMYTGAPLLGFDKLPLWGTILISVGCAVFCALIVWFFVCPRMKRKIEREVKSSPSESPLMEKKSNLKEDHEETKMAPGDVEHRN.... Result: 0 (no interaction). (6) The miRNA is hsa-miR-28-5p with sequence AAGGAGCUCACAGUCUAUUGAG. The protein sequence of the target gene is METGAAELYDQALLGILQHVGNVQDFLRVLFGFLYRKTDFYRLLRHPSDRMGFPPGAAQALVLQVFKTFDHMARQDDEKRRQELEEKIRRKEEEEAKTVSAAAAEKEPVPVPVQEIEIDSTTELDGHQEVEKVQPPGPVKEMAHGSQEAEAPGAVAGAAEVPREPPILPRIQEQFQKNPDSYNGAVRENYTWSQDYTDLEVRVPVPKHVVKGKQVSVALSSSSIRVAMLEENGERVLMEGKLTHKINTESSLWSLEPGKCVLVNLSKVGEYWWNAILEGEEPIDIDKINKERSMATVDEE.... Result: 1 (interaction). (7) The miRNA is hsa-miR-3065-3p with sequence UCAGCACCAGGAUAUUGUUGGAG. The protein sequence of the target gene is MANSGLQLLGYFLALGGWVGIIASTALPQWKQSSYAGDAIITAVGLYEGLWMSCASQSTGQVQCKLYDSLLALDGHIQSARALMVVAVLLGFVAMVLSVVGMKCTRVGDSNPTAKSRVAISGGALFLLAGLCTLTAVSWYATLVTQEFFNPSTPVNARYEFGPALFVGWASAGLAMLGGSFLCCTCPEPERANSIPQPYRSGPSTAAREPVVKLPASVKGPLGV. Result: 0 (no interaction). (8) The miRNA is hsa-miR-6072 with sequence UCCUCAUCACACUGCACCUUAG. The protein sequence of the target gene is MSLGRLLRRASSKASDLLTLTPGGSGSGSPSVLDGEIIYSKNNVCVHPPEGLQGLGEHHPGYLCLYMEKDEMLGATLILAWVPNSRIQRQDEEALRYITPESSPVRKAPRPRGRRTRSSGASHQPSPTELRPTLTPKDEDILVVAQSVPDRMLASPAPEDEEKLAQGLGVDGAQPASQPACSPSGILSTVSPQDVTEEGREPRPEAGEEDGSLELSAEGVSRDSSFDSDSDTFSSPFCLSPISAALAESRGSVFLESDSSPPSSSDAGLRFPDSNGLLQTPRWDEPQRVCALEQICGVFR.... Result: 0 (no interaction). (9) The miRNA is hsa-miR-548q with sequence GCUGGUGCAAAAGUAAUGGCGG. The protein sequence of the target gene is MYQSPRRLCSALLLRDAPGLRRTLVPGPRRTLAPPVLGSRPKSPQLQAAAASGAARSRPRTVSSMGNGTSRLYSALAKTVNSSAAAQHPEYLVSTDPEHLEPIDPKELLEECRAVLHTRPPRYQRDFVDLRTDCSSSHSPIRVMQWNILAQALGEGKDNFVQCPVEALKWEERKCLILEEILAYQPDILCLQEVDHYFDTFQPLLSRLGYQGTFFPKPWSPCLDVEHNNGPDGCALFFLQNRFKLISSTNIRLTAMTLKTNQVAIAQTLECKESGRQFCIAVTHLKARTGWERFRSAQGC.... Result: 0 (no interaction).